This data is from Forward reaction prediction with 1.9M reactions from USPTO patents (1976-2016). The task is: Predict the product of the given reaction. (1) The product is: [Cl:19][C:15]1[CH:16]=[CH:17][CH:18]=[C:2]2[C:3]=1[C:4](=[O:5])[N:6]([CH:7]1[CH2:12][CH2:11][C:10](=[O:13])[NH:9][C:8]1=[O:14])[CH:20]=[N:1]2. Given the reactants [NH2:1][C:2]1[CH:18]=[CH:17][CH:16]=[C:15]([Cl:19])[C:3]=1[C:4]([NH:6][CH:7]1[CH2:12][CH2:11][C:10](=[O:13])[NH:9][C:8]1=[O:14])=[O:5].[CH:20](OC)(OC)OC.C1(C)C=CC(S(O)(=O)=O)=CC=1, predict the reaction product. (2) Given the reactants Br[CH:2]1[CH2:8][CH2:7][O:6][C:5]2[CH:9]=[CH:10][C:11]([F:13])=[CH:12][C:4]=2[C:3]1=O.[C:15]([NH2:22])(=[S:21])[C:16]([O:18][CH2:19][CH3:20])=[O:17], predict the reaction product. The product is: [CH2:19]([O:18][C:16]([C:15]1[S:21][C:2]2[CH2:8][CH2:7][O:6][C:5]3[CH:9]=[CH:10][C:11]([F:13])=[CH:12][C:4]=3[C:3]=2[N:22]=1)=[O:17])[CH3:20]. (3) Given the reactants [F:1][C:2]1[CH:7]=[CH:6][C:5]([C:8]2[N:9]=[C:10]([NH2:23])[S:11][C:12]=2[CH2:13][C:14]2[CH:19]=[CH:18][C:17]([N+:20]([O-:22])=[O:21])=[CH:16][CH:15]=2)=[CH:4][CH:3]=1.[CH3:24][O:25][C:26]1[CH:27]=[C:28]([CH:32]=[CH:33][C:34]=1[O:35][CH3:36])[C:29](Cl)=[O:30], predict the reaction product. The product is: [F:1][C:2]1[CH:3]=[CH:4][C:5]([C:8]2[N:9]=[C:10]([NH:23][C:29](=[O:30])[C:28]3[CH:32]=[CH:33][C:34]([O:35][CH3:36])=[C:26]([O:25][CH3:24])[CH:27]=3)[S:11][C:12]=2[CH2:13][C:14]2[CH:19]=[CH:18][C:17]([N+:20]([O-:22])=[O:21])=[CH:16][CH:15]=2)=[CH:6][CH:7]=1. (4) Given the reactants [F:1][C:2]1[CH:10]=[C:9]2[C:5]([C:6]([CH3:11])=[N:7][NH:8]2)=[CH:4][C:3]=1[CH:12]=O.[NH2:14][C:15]([CH:19]([F:21])[F:20])=[CH:16][C:17]#[N:18], predict the reaction product. The product is: [F:20][CH:19]([F:21])[C:15]1[NH:14][C:15]([CH:19]([F:21])[F:20])=[C:16]([C:17]#[N:18])[CH:12]([C:3]2[CH:4]=[C:5]3[C:9](=[CH:10][C:2]=2[F:1])[NH:8][N:7]=[C:6]3[CH3:11])[C:16]=1[C:17]#[N:18]. (5) Given the reactants FC1C=C(C2CCC3C(=CC=C(O)C=3)O2)C=CC=1.[N+:19]([C:22]1[CH:27]=[CH:26][C:25]([CH:28]2[CH2:37][CH:36](O)[C:35]3[C:30](=[CH:31][CH:32]=[C:33]([OH:39])[CH:34]=3)[O:29]2)=[CH:24][CH:23]=1)([O-:21])=[O:20], predict the reaction product. The product is: [N+:19]([C:22]1[CH:27]=[CH:26][C:25]([CH:28]2[CH2:37][CH2:36][C:35]3[C:30](=[CH:31][CH:32]=[C:33]([OH:39])[CH:34]=3)[O:29]2)=[CH:24][CH:23]=1)([O-:21])=[O:20]. (6) Given the reactants CN(C)/[CH:3]=[CH:4]/[C:5]([C:7]1[C:12](=[O:13])[CH:11]=[CH:10][N:9]([C:14]2[CH:15]=[C:16]([S:20]([N:23]([CH2:26][CH3:27])[CH2:24][CH3:25])(=[O:22])=[O:21])[CH:17]=[CH:18][CH:19]=2)[N:8]=1)=O.[F:29][C:30]1[CH:35]=[CH:34][CH:33]=[CH:32][C:31]=1[NH:36][NH2:37], predict the reaction product. The product is: [CH2:24]([N:23]([CH2:26][CH3:27])[S:20]([C:16]1[CH:17]=[CH:18][CH:19]=[C:14]([N:9]2[CH:10]=[CH:11][C:12](=[O:13])[C:7]([C:5]3[N:36]([C:31]4[CH:32]=[CH:33][CH:34]=[CH:35][C:30]=4[F:29])[N:37]=[CH:3][CH:4]=3)=[N:8]2)[CH:15]=1)(=[O:22])=[O:21])[CH3:25]. (7) Given the reactants [Br:1][C:2]1[CH:10]=[CH:9][C:5]([C:6](O)=[O:7])=[C:4]([CH3:11])[CH:3]=1.O=S(Cl)[Cl:14], predict the reaction product. The product is: [Br:1][C:2]1[CH:10]=[CH:9][C:5]([C:6]([Cl:14])=[O:7])=[C:4]([CH3:11])[CH:3]=1. (8) Given the reactants O=[C:2]([CH3:16])[CH2:3][C:4]([O:6][CH2:7][C:8]1[CH:13]=[CH:12][CH:11]=[C:10]([O:14][CH3:15])[CH:9]=1)=[O:5].[NH2:17][C:18]([NH2:20])=[O:19].[O:21]1[CH:25]=[CH:24][CH:23]=[C:22]1[CH:26]=O, predict the reaction product. The product is: [O:21]1[CH:25]=[CH:24][CH:23]=[C:22]1[CH:26]1[C:3]([C:4]([O:6][CH2:7][C:8]2[CH:13]=[CH:12][CH:11]=[C:10]([O:14][CH3:15])[CH:9]=2)=[O:5])=[C:2]([CH3:16])[NH:20][C:18](=[O:19])[NH:17]1. (9) Given the reactants [F:1][C:2]1[CH:3]=[C:4]2[C:9](=[C:10]([OH:12])[CH:11]=1)[N:8]=[C:7]([CH3:13])[CH:6]=[CH:5]2.N1C=CN=C1.FC(F)(F)S(O[Si:25]([CH:32]([CH3:34])[CH3:33])([CH:29]([CH3:31])[CH3:30])[CH:26]([CH3:28])[CH3:27])(=O)=O, predict the reaction product. The product is: [F:1][C:2]1[CH:3]=[C:4]2[C:9](=[C:10]([O:12][Si:25]([CH:32]([CH3:34])[CH3:33])([CH:29]([CH3:31])[CH3:30])[CH:26]([CH3:28])[CH3:27])[CH:11]=1)[N:8]=[C:7]([CH3:13])[CH:6]=[CH:5]2.